This data is from Catalyst prediction with 721,799 reactions and 888 catalyst types from USPTO. The task is: Predict which catalyst facilitates the given reaction. Reactant: [H-].[Na+].[CH3:3][C:4]1([CH2:14][OH:15])[NH:8][C:7]2([CH2:13][CH2:12][CH2:11][CH2:10][CH2:9]2)[O:6][CH2:5]1.[CH2:16](Br)[C:17]#[CH:18].C(O)C. Product: [CH3:3][C:4]1([CH2:14][O:15][CH2:18][C:17]#[CH:16])[NH:8][C:7]2([CH2:13][CH2:12][CH2:11][CH2:10][CH2:9]2)[O:6][CH2:5]1. The catalyst class is: 165.